From a dataset of Catalyst prediction with 721,799 reactions and 888 catalyst types from USPTO. Predict which catalyst facilitates the given reaction. Reactant: C(=O)([O-])[O-:2].[K+].[K+].[NH2:7][C:8]1[C:13]([C:14]#[N:15])=[C:12]([NH:16][C@H:17]([C:19]2[N:23]([C:24]3[CH:25]=[N:26][CH:27]=[CH:28][CH:29]=3)[C:22]3[CH:30]=[C:31]([F:34])[CH:32]=[CH:33][C:21]=3[N:20]=2)[CH3:18])[N:11]=[CH:10][N:9]=1.OO. Product: [NH2:7][C:8]1[C:13]([C:14]([NH2:15])=[O:2])=[C:12]([NH:16][C@H:17]([C:19]2[N:23]([C:24]3[CH:25]=[N:26][CH:27]=[CH:28][CH:29]=3)[C:22]3[CH:30]=[C:31]([F:34])[CH:32]=[CH:33][C:21]=3[N:20]=2)[CH3:18])[N:11]=[CH:10][N:9]=1. The catalyst class is: 16.